Dataset: Forward reaction prediction with 1.9M reactions from USPTO patents (1976-2016). Task: Predict the product of the given reaction. (1) Given the reactants FC(F)(F)C(O)=O.[CH3:8][C:9]1[CH:14]=[CH:13][CH:12]=[C:11]([CH3:15])[C:10]=1[O:16][C:17]1[N:22]=[CH:21][C:20]([NH:23][C:24](=[O:35])[C@H:25]([NH:27]C(=O)OC(C)(C)C)[CH3:26])=[CH:19][CH:18]=1, predict the reaction product. The product is: [CH3:15][C:11]1[CH:12]=[CH:13][CH:14]=[C:9]([CH3:8])[C:10]=1[O:16][C:17]1[N:22]=[CH:21][C:20]([NH:23][C:24](=[O:35])[C@@H:25]([CH3:26])[NH2:27])=[CH:19][CH:18]=1. (2) Given the reactants [CH3:1][CH:2]1[CH2:18][CH2:17][C:5]2=[N:6][C:7]3[CH:8]=[N:9][C:10]4[C:15]([C:16]=3[N:4]2[NH:3]1)=[CH:14][CH:13]=[CH:12][CH:11]=4.ClC1C=C(C=CC=1)C(OO)=O.[NH4+:30].[OH-].C1(C)C=CC(S(Cl)(=O)=O)=CC=1, predict the reaction product. The product is: [CH3:1][CH:2]1[CH2:18][CH2:17][C:5]2=[N:6][C:7]3[C:8]([NH2:30])=[N:9][C:10]4[C:15]([C:16]=3[N:4]2[NH:3]1)=[CH:14][CH:13]=[CH:12][CH:11]=4. (3) Given the reactants [ClH:1].CC([N:6]([CH:10]1[CH2:15][CH2:14][N:13]([C:16]2[C:17]3[C:24]([CH3:25])=[CH:23][NH:22][C:18]=3[N:19]=[CH:20][N:21]=2)[CH2:12][CH2:11]1)C(=O)[O-])(C)C, predict the reaction product. The product is: [ClH:1].[CH3:25][C:24]1[C:17]2[C:16]([N:13]3[CH2:14][CH2:15][CH:10]([NH2:6])[CH2:11][CH2:12]3)=[N:21][CH:20]=[N:19][C:18]=2[NH:22][CH:23]=1. (4) Given the reactants [F:1][C:2]1[CH:7]=[CH:6][C:5]([F:8])=[CH:4][C:3]=1[N:9]1[CH:13]=[C:12](I)[N:11]=[CH:10]1.C([Mg]Cl)(C)C.[CH2:20]([Sn:24](Cl)([CH2:29][CH2:30][CH2:31][CH3:32])[CH2:25][CH2:26][CH2:27][CH3:28])[CH2:21][CH2:22][CH3:23].[NH4+].[Cl-], predict the reaction product. The product is: [F:1][C:2]1[CH:7]=[CH:6][C:5]([F:8])=[CH:4][C:3]=1[N:9]1[CH:13]=[C:12]([Sn:24]([CH2:25][CH2:26][CH2:27][CH3:28])([CH2:29][CH2:30][CH2:31][CH3:32])[CH2:20][CH2:21][CH2:22][CH3:23])[N:11]=[CH:10]1. (5) Given the reactants Cl[CH2:2][C:3]([NH:5][C:6]1[CH:26]=[CH:25][C:9]2[N:10]=[C:11]([NH:14][C@H:15]3[C:24]4[C:19](=[CH:20][CH:21]=[CH:22][CH:23]=4)[CH2:18][CH2:17][CH2:16]3)[O:12][CH2:13][C:8]=2[CH:7]=1)=[O:4].[NH2:27][CH2:28][C:29]([CH3:32])([OH:31])[CH3:30], predict the reaction product. The product is: [OH:31][C:29]([CH3:32])([CH3:30])[CH2:28][NH:27][CH2:2][C:3]([NH:5][C:6]1[CH:26]=[CH:25][C:9]2[N:10]=[C:11]([NH:14][C@H:15]3[C:24]4[C:19](=[CH:20][CH:21]=[CH:22][CH:23]=4)[CH2:18][CH2:17][CH2:16]3)[O:12][CH2:13][C:8]=2[CH:7]=1)=[O:4]. (6) Given the reactants Cl[CH2:2][CH2:3][CH2:4][S:5]([O:8][CH2:9][C:10]([CH3:34])([CH3:33])[C@@H:11]([O:23][CH2:24][C:25]1[CH:30]=[CH:29][C:28]([O:31][CH3:32])=[CH:27][CH:26]=1)[C:12]([O:14][C@@H:15]([C:17]1[CH:22]=[CH:21][CH:20]=[CH:19][CH:18]=1)[CH3:16])=[O:13])(=[O:7])=[O:6].[N-:35]=[N+:36]=[N-:37].[Na+], predict the reaction product. The product is: [N:35]([CH2:2][CH2:3][CH2:4][S:5]([O:8][CH2:9][C:10]([CH3:34])([CH3:33])[C@@H:11]([O:23][CH2:24][C:25]1[CH:30]=[CH:29][C:28]([O:31][CH3:32])=[CH:27][CH:26]=1)[C:12]([O:14][C@@H:15]([C:17]1[CH:22]=[CH:21][CH:20]=[CH:19][CH:18]=1)[CH3:16])=[O:13])(=[O:7])=[O:6])=[N+:36]=[N-:37]. (7) Given the reactants N1C2C(=CC=C3C=2N=CC=C3)C=CC=1.C([O-])([O-])=O.[Cs+].[Cs+].[C:21]([O:25][C:26](=[O:42])[CH2:27][CH2:28][N:29]1[CH2:34][CH2:33][S:32][CH:31]([C:35]2[CH:40]=[CH:39][C:38](I)=[CH:37][CH:36]=2)[CH2:30]1)([CH3:24])([CH3:23])[CH3:22].[CH2:43]([OH:50])[C:44]1[CH:49]=[CH:48][CH:47]=[CH:46][CH:45]=1, predict the reaction product. The product is: [C:21]([O:25][C:26](=[O:42])[CH2:27][CH2:28][N:29]1[CH2:34][CH2:33][S:32][CH:31]([C:35]2[CH:40]=[CH:39][C:38]([O:50][CH2:43][C:44]3[CH:49]=[CH:48][CH:47]=[CH:46][CH:45]=3)=[CH:37][CH:36]=2)[CH2:30]1)([CH3:24])([CH3:23])[CH3:22].